From a dataset of Peptide-MHC class II binding affinity with 134,281 pairs from IEDB. Regression. Given a peptide amino acid sequence and an MHC pseudo amino acid sequence, predict their binding affinity value. This is MHC class II binding data. (1) The peptide sequence is TLWQRPLVTIKIGGQLIEAL. The MHC is DRB1_0405 with pseudo-sequence DRB1_0405. The binding affinity (normalized) is 0.171. (2) The peptide sequence is YDKCLANVSTVLTGK. The MHC is DRB3_0202 with pseudo-sequence DRB3_0202. The binding affinity (normalized) is 0.640.